This data is from Full USPTO retrosynthesis dataset with 1.9M reactions from patents (1976-2016). The task is: Predict the reactants needed to synthesize the given product. Given the product [OH:2][C:3]1[CH:51]=[CH:50][CH:49]=[CH:48][C:4]=1[CH2:5][N:6]1[CH:10]=[CH:9][C:8]([C:11]2[C:19]3[C:18]([NH:20][C@H:21]([C:23]4[N:28]([C:29]5[CH:34]=[CH:33][CH:32]=[CH:31][CH:30]=5)[C:27](=[O:35])[C:26]5=[C:36]([CH3:39])[CH:37]=[CH:38][N:25]5[N:24]=4)[CH3:22])=[N:17][CH:16]=[N:15][C:14]=3[NH:13][CH:12]=2)=[N:7]1, predict the reactants needed to synthesize it. The reactants are: C[O:2][C:3]1[CH:51]=[CH:50][CH:49]=[CH:48][C:4]=1[CH2:5][N:6]1[CH:10]=[CH:9][C:8]([C:11]2[C:19]3[C:18]([NH:20][C@H:21]([C:23]4[N:28]([C:29]5[CH:34]=[CH:33][CH:32]=[CH:31][CH:30]=5)[C:27](=[O:35])[C:26]5=[C:36]([CH3:39])[CH:37]=[CH:38][N:25]5[N:24]=4)[CH3:22])=[N:17][CH:16]=[N:15][C:14]=3[N:13](COCC[Si](C)(C)C)[CH:12]=2)=[N:7]1.B(Br)(Br)Br.N.